This data is from Reaction yield outcomes from USPTO patents with 853,638 reactions. The task is: Predict the reaction yield, written as a fraction of the theoretical maximum amount of product (1.0 means a 100% yield; for example, 0.34 means a 34% yield). (1) The catalyst is C(COC)OC.O. The product is [Br:1][C:2]1[CH:3]=[C:4]([C:11]([OH:13])=[O:20])[CH:5]=[C:6]2[C:10]=1[CH2:9][CH2:8][CH2:7]2. The yield is 0.820. The reactants are [Br:1][C:2]1[CH:3]=[C:4]([C:11](=[O:13])C)[CH:5]=[C:6]2[C:10]=1[CH2:9][CH2:8][CH2:7]2.[O-]Cl.[Na+].[OH-].[Na+].S(S([O-])=O)([O-])(=O)=[O:20].[Na+].[Na+]. (2) The reactants are Cl[C:2]1[CH:7]=[C:6]([N:8]([CH2:17][O:18][CH2:19][CH2:20][Si:21]([CH3:24])([CH3:23])[CH3:22])[CH2:9][O:10][CH2:11][CH2:12][Si:13]([CH3:16])([CH3:15])[CH3:14])[N:5]2[N:25]=[CH:26][C:27]([C:28]3[CH:29]=[N:30][C:31]4[C:36]([CH:37]=3)=[CH:35][CH:34]=[CH:33][CH:32]=4)=[C:4]2[N:3]=1.CC1(C)C(C)(C)OB([C:46]2[CH2:51][CH2:50][N:49]([C:52]([O:54][C:55]([CH3:58])([CH3:57])[CH3:56])=[O:53])[CH2:48][CH:47]=2)O1.[O-]P([O-])([O-])=O.[K+].[K+].[K+].C(Cl)Cl. The catalyst is C1C=CC(P(C2C=CC=CC=2)[C-]2C=CC=C2)=CC=1.C1C=CC(P(C2C=CC=CC=2)[C-]2C=CC=C2)=CC=1.Cl[Pd]Cl.[Fe+2].O.O1CCOCC1. The product is [CH3:14][Si:13]([CH3:16])([CH3:15])[CH2:12][CH2:11][O:10][CH2:9][N:8]([CH2:17][O:18][CH2:19][CH2:20][Si:21]([CH3:24])([CH3:23])[CH3:22])[C:6]1[N:5]2[N:25]=[CH:26][C:27]([C:28]3[CH:29]=[N:30][C:31]4[C:36]([CH:37]=3)=[CH:35][CH:34]=[CH:33][CH:32]=4)=[C:4]2[N:3]=[C:2]([C:46]2[CH2:51][CH2:50][N:49]([C:52]([O:54][C:55]([CH3:58])([CH3:57])[CH3:56])=[O:53])[CH2:48][CH:47]=2)[CH:7]=1. The yield is 0.970.